Dataset: Full USPTO retrosynthesis dataset with 1.9M reactions from patents (1976-2016). Task: Predict the reactants needed to synthesize the given product. Given the product [F:33][C:34]1[CH:43]=[C:42]([F:44])[CH:41]=[C:40]2[C:35]=1[CH:36]([OH:45])[CH2:37][CH2:38][O:39]2, predict the reactants needed to synthesize it. The reactants are: C1(C)C=CC=CC=1.CB1N2CCC[C@H]2C(C2C=CC=CC=2)(C2C=CC=CC=2)O1.B.CSC.[F:33][C:34]1[CH:43]=[C:42]([F:44])[CH:41]=[C:40]2[C:35]=1[C:36](=[O:45])[CH2:37][CH2:38][O:39]2.